Dataset: Reaction yield outcomes from USPTO patents with 853,638 reactions. Task: Predict the reaction yield, written as a fraction of the theoretical maximum amount of product (1.0 means a 100% yield; for example, 0.34 means a 34% yield). (1) The reactants are [CH3:1][O:2][C:3]1[CH:4]=[C:5]2[C:10](=[CH:11][C:12]=1[O:13][CH3:14])[N:9]=[CH:8][CH:7]=[C:6]2[O:15][C:16]1[CH:22]=[CH:21][C:19]([NH2:20])=[C:18]([CH3:23])[C:17]=1[CH3:24].C1(C)C=CC=CC=1.C(N(CC)CC)C.ClC(Cl)(O[C:43](=[O:49])[O:44][C:45](Cl)(Cl)Cl)Cl.[CH3:51][O:52][C:53]1[CH:54]=[C:55]([CH:61]=[CH:62][CH:63]=1)[O:56][CH2:57][CH2:58]CO. The catalyst is C(Cl)Cl. The product is [CH3:1][O:2][C:3]1[CH:4]=[C:5]2[C:10](=[CH:11][C:12]=1[O:13][CH3:14])[N:9]=[CH:8][CH:7]=[C:6]2[O:15][C:16]1[CH:22]=[CH:21][C:19]([NH:20][C:43](=[O:49])[O:44][CH2:45][CH2:58][CH2:57][O:56][C:55]2[CH:61]=[CH:62][CH:63]=[C:53]([O:52][CH3:51])[CH:54]=2)=[C:18]([CH3:23])[C:17]=1[CH3:24]. The yield is 0.720. (2) The reactants are [CH3:1][C:2]1[N:7]=[C:6]2[S:8][C:9]3[CH:15]=[CH:14]C=[CH:12][CH2:11][C:10]=3[C:5]2=[C:4]([C:16]2[CH:21]=[CH:20][CH:19]=[C:18]([Cl:22])[CH:17]=2)[C:3]=1[CH:23]([CH2:28][CH2:29][CH3:30])[C:24]([O:26]C)=[O:25].[OH-].[Na+]. The yield is 0.820. The product is [CH3:1][C:2]1[N:7]=[C:6]2[S:8][C:9]3[CH2:15][CH2:14][CH2:12][CH2:11][C:10]=3[C:5]2=[C:4]([C:16]2[CH:21]=[CH:20][CH:19]=[C:18]([Cl:22])[CH:17]=2)[C:3]=1[CH:23]([CH2:28][CH2:29][CH3:30])[C:24]([OH:26])=[O:25]. The catalyst is CO. (3) The reactants are Br[CH2:2][CH:3](OCC)OCC.Br.C(=O)(O)[O-].[Na+].[Br:16][C:17]1[C:18]([NH2:24])=[N:19][CH:20]=[C:21]([Br:23])[N:22]=1.C(=O)([O-])[O-].[K+].[K+]. No catalyst specified. The product is [Br:23][C:21]1[N:22]=[C:17]([Br:16])[C:18]2[N:19]([CH:2]=[CH:3][N:24]=2)[CH:20]=1. The yield is 0.940. (4) The reactants are C([NH:9][C:10]1[S:11][CH2:12][C@@H:13]2[C@@H:18]([C:19]([F:22])([F:21])[CH3:20])[O:17][CH2:16][C@:14]2([C:23]2[CH:24]=[C:25]([NH:30][C:31]([C:33]3[CH:38]=[N:37][C:36]([N:39]4[CH:43]=[N:42][CH:41]=[N:40]4)=[CH:35][N:34]=3)=[O:32])[CH:26]=[CH:27][C:28]=2[F:29])[N:15]=1)(=O)C1C=CC=CC=1.Cl.CON.N1C=CC=CC=1. The catalyst is C1COCC1.C(O)C. The product is [NH2:9][C:10]1[S:11][CH2:12][C@@H:13]2[C@@H:18]([C:19]([F:21])([F:22])[CH3:20])[O:17][CH2:16][C@:14]2([C:23]2[CH:24]=[C:25]([NH:30][C:31]([C:33]3[CH:38]=[N:37][C:36]([N:39]4[CH:43]=[N:42][CH:41]=[N:40]4)=[CH:35][N:34]=3)=[O:32])[CH:26]=[CH:27][C:28]=2[F:29])[N:15]=1. The yield is 0.900. (5) The reactants are O1CCOCC1.[Cl:7][C:8]1[S:34][C:11]2[NH:12][C:13]([C:15]([NH:17][CH:18]3[CH2:27][C:26]4[C:21](=[CH:22][CH:23]=[CH:24][CH:25]=4)[N:20]([CH2:28][C:29]([NH:31][NH2:32])=[O:30])[C:19]3=[O:33])=[O:16])=[CH:14][C:10]=2[CH:9]=1.[N:35]#[C:36]Br.C([O-])([O-])=O.[Na+].[Na+]. The catalyst is O.CCOC(C)=O.C1COCC1. The product is [NH2:35][C:36]1[O:30][C:29]([CH2:28][N:20]2[C:21]3[C:26](=[CH:25][CH:24]=[CH:23][CH:22]=3)[CH2:27][CH:18]([NH:17][C:15]([C:13]3[NH:12][C:11]4[S:34][C:8]([Cl:7])=[CH:9][C:10]=4[CH:14]=3)=[O:16])[C:19]2=[O:33])=[N:31][N:32]=1. The yield is 0.200. (6) The reactants are [C:1]([O:5][C@@H:6]([C:12]1[C:39]([CH3:40])=[N:38][C:37]2=[CH:41][C:34]3=[N:35][N:36]2[C:13]=1[N:14]1[CH2:45][CH2:44][C:17]([CH3:46])([O:18][CH2:19][CH:20]=[CH:21][CH2:22][C@H:23]([CH3:43])[O:24][C:25]2[CH:26]=[CH:27][C:28]([F:42])=[CH:29][C:30]=2[CH2:31][O:32][CH2:33]3)[CH2:16][CH2:15]1)[C:7]([O:9][CH2:10][CH3:11])=[O:8])([CH3:4])([CH3:3])[CH3:2].[BH4-].[Na+]. The catalyst is C(O)C.C1(C)C=C(C)C=C(C)C=1N1CCN(C2C(C)=CC(C)=CC=2C)C1=[Ru](Cl)(Cl)=CC1C=CC=CC=1OC(C)C. The product is [C:1]([O:5][C@@H:6]([C:12]1[C:39]([CH3:40])=[N:38][C:37]2=[CH:41][C:34]3=[N:35][N:36]2[C:13]=1[N:14]1[CH2:15][CH2:16][C:17]([CH3:46])([O:18][CH2:19][CH2:20][CH2:21][CH2:22][C@H:23]([CH3:43])[O:24][C:25]2[C:30]([CH2:31][O:32][CH2:33]3)=[CH:29][C:28]([F:42])=[CH:27][CH:26]=2)[CH2:44][CH2:45]1)[C:7]([O:9][CH2:10][CH3:11])=[O:8])([CH3:2])([CH3:3])[CH3:4]. The yield is 0.790. (7) The reactants are [C:1]([O:9][CH2:10][CH3:11])(=[O:8])[CH2:2][C:3]([O:5][CH2:6][CH3:7])=[O:4].[H-].[Na+].C(O[CH:17]([NH:22][C:23]1[CH:28]=[CH:27][CH:26]=[CH:25][CH:24]=1)[C:18]([F:21])([F:20])[F:19])C.Cl. The catalyst is O1CCCC1. The product is [F:19][C:18]([F:20])([F:21])[CH:17]([CH:2]([C:3]([O:5][CH2:6][CH3:7])=[O:4])[C:1]([O:9][CH2:10][CH3:11])=[O:8])[NH:22][C:23]1[CH:28]=[CH:27][CH:26]=[CH:25][CH:24]=1. The yield is 0.540. (8) The reactants are [F:1][C:2]1[CH:3]=[C:4]2[C:8](=[CH:9][CH:10]=1)[N:7]([CH2:11][C:12]([O:14]C)=[O:13])[C:6]([CH3:16])=[C:5]2I.[CH2:18]([N:25]1[CH:34]=[C:33](B2OC(C)(C)C(C)(C)O2)[C:32]2[CH2:31][CH2:30][CH2:29][CH2:28][C:27]=2[C:26]1=[O:44])[C:19]1[CH:24]=[CH:23][CH:22]=[CH:21][CH:20]=1.O.[O-]P([O-])([O-])=O.[K+].[K+].[K+]. The catalyst is C(O)CCC.O.C([O-])(=O)C.[Pd+2].C([O-])(=O)C. The product is [CH2:18]([N:25]1[CH:34]=[C:33]([C:5]2[C:4]3[C:8](=[CH:9][CH:10]=[C:2]([F:1])[CH:3]=3)[N:7]([CH2:11][C:12]([OH:14])=[O:13])[C:6]=2[CH3:16])[C:32]2[CH2:31][CH2:30][CH2:29][CH2:28][C:27]=2[C:26]1=[O:44])[C:19]1[CH:20]=[CH:21][CH:22]=[CH:23][CH:24]=1. The yield is 0.0300. (9) The reactants are [CH2:1]([N:3]([C:12]1[CH:13]=[CH:14][C:15]([CH3:28])=[C:16]2[C:20]=1[NH:19][C:18]([C:21]1[S:22][C:23]([CH:26]=[O:27])=[CH:24][N:25]=1)=[CH:17]2)[S:4]([C:7]1[S:8][CH:9]=[CH:10][CH:11]=1)(=[O:6])=[O:5])[CH3:2].CO.[BH4-].[Na+].C(O)(=O)CC(CC(O)=O)(C(O)=O)O. The catalyst is O1CCCC1. The product is [CH2:1]([N:3]([C:12]1[CH:13]=[CH:14][C:15]([CH3:28])=[C:16]2[C:20]=1[NH:19][C:18]([C:21]1[S:22][C:23]([CH2:26][OH:27])=[CH:24][N:25]=1)=[CH:17]2)[S:4]([C:7]1[S:8][CH:9]=[CH:10][CH:11]=1)(=[O:5])=[O:6])[CH3:2]. The yield is 0.720. (10) The reactants are [N+:1]([C:4]1[CH:13]=[C:12]2[C:7]([CH:8]=[N:9][C:10]3[N:11]2[N:14]=[C:15]([C:20]2[CH:25]=[CH:24][C:23]([O:26][C:27]4[CH:32]=[CH:31][CH:30]=[CH:29][CH:28]=4)=[CH:22][CH:21]=2)[C:16]=3[C:17]([NH2:19])=[O:18])=[CH:6][CH:5]=1)([O-:3])=[O:2].[BH4-].[Na+].O. The catalyst is CCO.C(Cl)Cl. The product is [N+:1]([C:4]1[CH:13]=[C:12]2[C:7]([CH2:8][NH:9][C:10]3[N:11]2[N:14]=[C:15]([C:20]2[CH:25]=[CH:24][C:23]([O:26][C:27]4[CH:28]=[CH:29][CH:30]=[CH:31][CH:32]=4)=[CH:22][CH:21]=2)[C:16]=3[C:17]([NH2:19])=[O:18])=[CH:6][CH:5]=1)([O-:3])=[O:2]. The yield is 0.830.